Task: Predict the product of the given reaction.. Dataset: Forward reaction prediction with 1.9M reactions from USPTO patents (1976-2016) (1) Given the reactants [CH3:1][O:2][C:3]1[CH:4]=[C:5]([CH:8]=[C:9]([O:11][CH3:12])[CH:10]=1)[CH:6]=O.[OH:13][C:14]1[CH:19]=[CH:18][C:17]([CH2:20][C:21]([OH:23])=[O:22])=[CH:16][CH:15]=1.Cl, predict the reaction product. The product is: [CH3:1][O:2][C:3]1[CH:10]=[C:9]([O:11][CH3:12])[CH:8]=[C:5](/[CH:6]=[CH:20]/[C:17]2[CH:16]=[CH:15][C:14]([OH:13])=[CH:19][CH:18]=2)[CH:4]=1.[CH3:1][O:2][C:3]1[CH:4]=[C:5](/[CH:6]=[C:20](/[C:17]2[CH:18]=[CH:19][C:14]([OH:13])=[CH:15][CH:16]=2)\[C:21]([OH:23])=[O:22])[CH:8]=[C:9]([O:11][CH3:12])[CH:10]=1. (2) The product is: [CH2:20]([NH:22][C:23](=[O:24])[NH:25][C:2]1[CH:12]=[C:11]([NH:13][C:14]2[CH:19]=[CH:18][CH:17]=[CH:16][CH:15]=2)[C:5]([C:6]([O:8][CH2:9][CH3:10])=[O:7])=[CH:4][N:3]=1)[CH3:21]. Given the reactants Cl[C:2]1[CH:12]=[C:11]([NH:13][C:14]2[CH:19]=[CH:18][CH:17]=[CH:16][CH:15]=2)[C:5]([C:6]([O:8][CH2:9][CH3:10])=[O:7])=[CH:4][N:3]=1.[CH2:20]([NH:22][C:23]([NH2:25])=[O:24])[CH3:21].C([O-])([O-])=O.[Cs+].[Cs+], predict the reaction product. (3) Given the reactants [CH2:1]([O:3][C:4](=[O:10])[CH:5]([CH3:9])[C:6]([OH:8])=O)[CH3:2].O1CCCC1.[F:16][C:17]([F:21])([F:20])[CH2:18][NH2:19].Cl.CN(C)CCCN=C=NCC.C(N(CC)C(C)C)(C)C, predict the reaction product. The product is: [CH2:1]([O:3][C:4](=[O:10])[CH:5]([CH3:9])[C:6]([NH:19][CH2:18][C:17]([F:21])([F:20])[F:16])=[O:8])[CH3:2]. (4) Given the reactants [NH2:1][C:2]1[C:3]([F:10])=[C:4]([OH:9])[CH:5]=[CH:6][C:7]=1[F:8].C([O-])([O-])=O.[Na+].[Na+].Br[CH2:18][C:19]([O:21][CH:22]([CH3:24])[CH3:23])=[O:20], predict the reaction product. The product is: [NH2:1][C:2]1[C:3]([F:10])=[C:4]([CH:5]=[CH:6][C:7]=1[F:8])[O:9][CH2:18][C:19]([O:21][CH:22]([CH3:24])[CH3:23])=[O:20]. (5) The product is: [F:1][C:2]1[N:7]=[C:6]([I:8])[C:5]([O:9][CH3:12])=[CH:4][CH:3]=1. Given the reactants [F:1][C:2]1[N:7]=[C:6]([I:8])[C:5]([OH:9])=[CH:4][CH:3]=1.CI.[C:12](=O)([O-])[O-].[K+].[K+], predict the reaction product. (6) The product is: [CH2:23]([N:7]1[CH:6]=[C:5]([C:1]([CH3:4])([CH3:2])[CH3:3])[S:9]/[C:8]/1=[N:10]\[C:11](=[O:21])[C:12]1[CH:17]=[C:16]([Cl:18])[CH:15]=[CH:14][C:13]=1[O:19][CH3:20])[CH2:24][CH2:25][CH3:26]. Given the reactants [C:1]([C:5]1[S:9][C:8]([NH:10][C:11](=[O:21])[C:12]2[CH:17]=[C:16]([Cl:18])[CH:15]=[CH:14][C:13]=2[O:19][CH3:20])=[N:7][CH:6]=1)([CH3:4])([CH3:3])[CH3:2].I[CH2:23][CH2:24][CH2:25][CH3:26].C(=O)([O-])[O-].[K+].[K+], predict the reaction product. (7) Given the reactants [C:1]([O:5][C:6]([NH:8][CH2:9][C@H:10]1[CH2:15][CH2:14][C@H:13]([C:16]([NH:18][C@H:19]([C:38](O)=[O:39])[CH2:20][C:21]2[CH:26]=[CH:25][C:24]([C:27]3[C:28]([CH3:37])=[N:29][C:30]([C:33]([O:35][CH3:36])=[O:34])=[CH:31][CH:32]=3)=[CH:23][CH:22]=2)=[O:17])[CH2:12][CH2:11]1)=[O:7])([CH3:4])([CH3:3])[CH3:2].[NH2:41][C:42]1[CH:51]=[CH:50][C:45]2[NH:46][C:47](=[O:49])[NH:48][C:44]=2[CH:43]=1.C(NC(C)C)(C)C.CN(C(ON1N=NC2C=CC=NC1=2)=[N+](C)C)C.F[P-](F)(F)(F)(F)F, predict the reaction product. The product is: [C:1]([O:5][C:6]([NH:8][CH2:9][C@H:10]1[CH2:15][CH2:14][C@H:13]([C:16]([NH:18][C@H:19]([C:38](=[O:39])[NH:41][C:42]2[CH:51]=[CH:50][C:45]3[NH:46][C:47](=[O:49])[NH:48][C:44]=3[CH:43]=2)[CH2:20][C:21]2[CH:22]=[CH:23][C:24]([C:27]3[CH:32]=[CH:31][C:30]([C:33]([O:35][CH3:36])=[O:34])=[N:29][C:28]=3[CH3:37])=[CH:25][CH:26]=2)=[O:17])[CH2:12][CH2:11]1)=[O:7])([CH3:2])([CH3:4])[CH3:3]. (8) Given the reactants [C:1]1([S:7]([N:10]2[C:14]3=[N:15][CH:16]=[C:17]([N+:20]([O-:22])=[O:21])[C:18](Cl)=[C:13]3[CH:12]=[CH:11]2)(=[O:9])=[O:8])[CH:6]=[CH:5][CH:4]=[CH:3][CH:2]=1.[CH2:23]([N:30]1[CH2:35][CH2:34][CH:33]([NH2:36])[CH2:32][CH:31]1[CH3:37])[C:24]1[CH:29]=[CH:28][CH:27]=[CH:26][CH:25]=1.C(N(C(C)C)CC)(C)C, predict the reaction product. The product is: [C:1]1([S:7]([N:10]2[C:14]3=[N:15][CH:16]=[C:17]([N+:20]([O-:22])=[O:21])[C:18]([NH:36][C@H:33]4[CH2:34][CH2:35][N:30]([CH2:23][C:24]5[CH:29]=[CH:28][CH:27]=[CH:26][CH:25]=5)[C@@H:31]([CH3:37])[CH2:32]4)=[C:13]3[CH:12]=[CH:11]2)(=[O:9])=[O:8])[CH:6]=[CH:5][CH:4]=[CH:3][CH:2]=1.[C:1]1([S:7]([N:10]2[C:14]3=[N:15][CH:16]=[C:17]([N+:20]([O-:22])=[O:21])[C:18]([NH:36][C@@H:33]4[CH2:34][CH2:35][N:30]([CH2:23][C:24]5[CH:29]=[CH:28][CH:27]=[CH:26][CH:25]=5)[C@@H:31]([CH3:37])[CH2:32]4)=[C:13]3[CH:12]=[CH:11]2)(=[O:9])=[O:8])[CH:6]=[CH:5][CH:4]=[CH:3][CH:2]=1.